From a dataset of Reaction yield outcomes from USPTO patents with 853,638 reactions. Predict the reaction yield, written as a fraction of the theoretical maximum amount of product (1.0 means a 100% yield; for example, 0.34 means a 34% yield). (1) The product is [CH2:17]([O:3][C:4]1[C:13]2[C:8](=[CH:9][CH:10]=[CH:11][CH:12]=2)[C:7]([CH:14]=[O:15])=[CH:6][CH:5]=1)[C:18]#[C:19][CH3:20]. The catalyst is CN(C)C=O. The yield is 0.840. The reactants are [H-].[Na+].[OH:3][C:4]1[C:13]2[C:8](=[CH:9][CH:10]=[CH:11][CH:12]=2)[C:7]([CH:14]=[O:15])=[CH:6][CH:5]=1.Br[CH2:17][C:18]#[C:19][CH3:20].Cl. (2) The reactants are Cl.O.[NH:3]1[CH2:8][CH2:7][C:6](=[O:9])[CH2:5][CH2:4]1.C([O-])([O-])=O.[K+].[K+].O=C1CCC(=O)N1[O:23][C:24](=O)[O:25][CH2:26][C:27]1[CH:32]=[CH:31][CH:30]=[CH:29][CH:28]=1. The catalyst is O.C(#N)C. The product is [CH2:26]([O:25][C:24]([N:3]1[CH2:8][CH2:7][C:6](=[O:9])[CH2:5][CH2:4]1)=[O:23])[C:27]1[CH:32]=[CH:31][CH:30]=[CH:29][CH:28]=1. The yield is 0.950. (3) The catalyst is C1COCC1. The reactants are [CH3:1][CH:2]1[CH2:8][C:7](=[O:9])[CH2:6][CH2:5][CH:4]([C:10]2[N:11]([CH3:18])[N:12]=[CH:13][C:14]=2[N+:15]([O-:17])=[O:16])[O:3]1.CCC(C)[BH-](C(C)CC)C(C)CC.[Li+]. The product is [CH3:1][CH:2]1[CH2:8][CH:7]([OH:9])[CH2:6][CH2:5][CH:4]([C:10]2[N:11]([CH3:18])[N:12]=[CH:13][C:14]=2[N+:15]([O-:17])=[O:16])[O:3]1. The yield is 0.810.